From a dataset of Catalyst prediction with 721,799 reactions and 888 catalyst types from USPTO. Predict which catalyst facilitates the given reaction. (1) Reactant: [CH3:1][O:2][C:3](=[O:19])[C:4]1[CH:9]=[C:8]([S:10](=[O:16])(=[O:15])[NH:11][CH2:12][CH2:13][OH:14])[CH:7]=[CH:6][C:5]=1[CH2:17][CH3:18].[C:20]([C:24]1[CH:29]=[CH:28][CH:27]=[CH:26][C:25]=1O)([CH3:23])([CH3:22])[CH3:21].C1(P(C2C=CC=CC=2)C2C=CC=CC=2)C=CC=CC=1.N(C(OCC)=O)=NC(OCC)=O. Product: [CH3:1][O:2][C:3](=[O:19])[C:4]1[CH:9]=[C:8]([S:10](=[O:16])(=[O:15])[NH:11][CH2:12][CH2:13][O:14][C:27]2[CH:28]=[CH:29][C:24]([C:20]([CH3:23])([CH3:22])[CH3:21])=[CH:25][CH:26]=2)[CH:7]=[CH:6][C:5]=1[CH2:17][CH3:18]. The catalyst class is: 54. (2) The catalyst class is: 9. Product: [C:1]([NH:4][C:5]1[CH:14]=[CH:13][C:8]([C:9]([O:11][CH3:12])=[O:10])=[CH:7][C:6]=1[O:15][CH2:29][C@@H:30]1[CH2:32][O:31]1)(=[O:3])[CH3:2]. Reactant: [C:1]([NH:4][C:5]1[CH:14]=[CH:13][C:8]([C:9]([O:11][CH3:12])=[O:10])=[CH:7][C:6]=1[OH:15])(=[O:3])[CH3:2].[N+](C1C=C(S(O[CH2:29][C@@H:30]2[CH2:32][O:31]2)(=O)=O)C=CC=1)([O-])=O.C(=O)([O-])[O-].[Cs+].[Cs+]. (3) Reactant: [I:1][C:2]1[C:10]([CH3:11])=[CH:9][CH:8]=[CH:7][C:3]=1[C:4](O)=[O:5].CC[N:14]=C=NCCCN(C)C.Cl.C1C=CC2N(O)N=NC=2C=1.CCN(C(C)C)C(C)C.[Cl-].[NH4+]. Product: [I:1][C:2]1[C:10]([CH3:11])=[CH:9][CH:8]=[CH:7][C:3]=1[C:4]([NH2:14])=[O:5]. The catalyst class is: 18.